The task is: Predict the product of the given reaction.. This data is from Forward reaction prediction with 1.9M reactions from USPTO patents (1976-2016). (1) Given the reactants [F:1][C:2]1[N:20]=[CH:19][C:5]2[CH2:6][CH2:7][CH:8]3[CH2:15][CH2:14][CH:13]([C:16](O)=[O:17])[CH2:12][N:9]3[C:10](=[O:11])[C:4]=2[CH:3]=1.S(Cl)([Cl:23])=O.C1(C)C=CC=CC=1, predict the reaction product. The product is: [F:1][C:2]1[N:20]=[CH:19][C:5]2[CH2:6][CH2:7][CH:8]3[CH2:15][CH2:14][CH:13]([C:16]([Cl:23])=[O:17])[CH2:12][N:9]3[C:10](=[O:11])[C:4]=2[CH:3]=1. (2) Given the reactants [NH2:1][CH2:2][CH2:3][C:4]1[C:12]2[C:7](=[CH:8][C:9]([F:15])=[C:10]([O:13][CH3:14])[CH:11]=2)[NH:6][C:5]=1[C:16]([OH:18])=[O:17].C(N(C(C)C)CC)(C)C.[C:28](OC(=O)C)(=[O:30])[CH3:29].[OH-].[Na+].Cl, predict the reaction product. The product is: [C:28]([NH:1][CH2:2][CH2:3][C:4]1[C:12]2[C:7](=[CH:8][C:9]([F:15])=[C:10]([O:13][CH3:14])[CH:11]=2)[NH:6][C:5]=1[C:16]([OH:18])=[O:17])(=[O:30])[CH3:29]. (3) Given the reactants [Cl:1][C:2]1[C:3]([C:15]2[C:23]3[C:18](=[CH:19][CH:20]=[CH:21][CH:22]=3)[N:17]([S:24]([C:27]3[CH:32]=[CH:31][CH:30]=[CH:29][CH:28]=3)(=[O:26])=[O:25])[CH:16]=2)=[N:4][C:5]([NH:8][CH:9]2[CH2:14][CH2:13][CH2:12][NH:11][CH2:10]2)=[N:6][CH:7]=1.[N:33]([C:36]1[CH:41]=[CH:40][C:39]([N+:42]([O-:44])=[O:43])=[CH:38][CH:37]=1)=[C:34]=[O:35], predict the reaction product. The product is: [Cl:1][C:2]1[C:3]([C:15]2[C:23]3[C:18](=[CH:19][CH:20]=[CH:21][CH:22]=3)[N:17]([S:24]([C:27]3[CH:32]=[CH:31][CH:30]=[CH:29][CH:28]=3)(=[O:26])=[O:25])[CH:16]=2)=[N:4][C:5]([NH:8][CH:9]2[CH2:14][CH2:13][CH2:12][N:11]([C:34]([NH:33][C:36]3[CH:37]=[CH:38][C:39]([N+:42]([O-:44])=[O:43])=[CH:40][CH:41]=3)=[O:35])[CH2:10]2)=[N:6][CH:7]=1. (4) Given the reactants [F:1][C:2]1[C:8]([F:9])=[CH:7][CH:6]=[CH:5][C:3]=1[NH2:4].[Cl:10][CH2:11][CH2:12][CH2:13][O:14][C:15]1[CH:24]=[C:23]2[C:18]([C:19]([NH:25][C:26]3[CH:30]=[C:29]([CH2:31][C:32](O)=[O:33])[NH:28][N:27]=3)=[N:20][CH:21]=[N:22]2)=[CH:17][CH:16]=1.P(Cl)(Cl)(Cl)=O.CCOCC, predict the reaction product. The product is: [Cl:10][CH2:11][CH2:12][CH2:13][O:14][C:15]1[CH:24]=[C:23]2[C:18]([C:19]([NH:25][C:26]3[CH:30]=[C:29]([CH2:31][C:32]([NH:4][C:3]4[CH:5]=[CH:6][CH:7]=[C:8]([F:9])[C:2]=4[F:1])=[O:33])[NH:28][N:27]=3)=[N:20][CH:21]=[N:22]2)=[CH:17][CH:16]=1. (5) Given the reactants [CH2:1]([CH:4]1[CH2:9][CH2:8][CH:7]([C:10]([OH:12])=[O:11])[CH2:6][CH2:5]1)[CH2:2][CH3:3].[Br:13][CH2:14][C:15]([CH3:19])([CH3:18])[CH2:16]O.C1(C)C=CC(S(O)(=O)=O)=CC=1, predict the reaction product. The product is: [Br:13][CH2:14][C:15]([CH3:19])([CH3:18])[CH2:16][O:11][C:10]([CH:7]1[CH2:8][CH2:9][CH:4]([CH2:1][CH2:2][CH3:3])[CH2:5][CH2:6]1)=[O:12]. (6) Given the reactants C(OC([NH:8][CH2:9][C:10]([NH:12][C@H:13]([C:23]([O:25][CH2:26][CH3:27])=[O:24])[CH2:14][C:15]1[CH:20]=[CH:19][N:18]=[C:17]([O:21][CH3:22])[CH:16]=1)=[O:11])=O)(C)(C)C.FC(F)(F)C(O)=O, predict the reaction product. The product is: [NH2:8][CH2:9][C:10]([NH:12][C@H:13]([C:23]([O:25][CH2:26][CH3:27])=[O:24])[CH2:14][C:15]1[CH:20]=[CH:19][N:18]=[C:17]([O:21][CH3:22])[CH:16]=1)=[O:11].